Dataset: Full USPTO retrosynthesis dataset with 1.9M reactions from patents (1976-2016). Task: Predict the reactants needed to synthesize the given product. (1) Given the product [F:11][C:2]([F:1])([F:12])[C:3]1[N:8]=[CH:7][C:6]([CH2:9][OH:10])=[CH:5][CH:4]=1, predict the reactants needed to synthesize it. The reactants are: [F:1][C:2]([F:12])([F:11])[C:3]1[N:8]=[CH:7][C:6]([CH2:9][OH:10])=[CH:5][CH:4]=1.B.C1COCC1.FC(F)(F)C1C=CC(C(O)=O)=CN=1. (2) Given the product [Cl:1][C:2]1[CH:3]=[C:4]([NH:19][C:20]2[C:30]3[CH:29]=[C:28]([C:31]([NH:35][C:36]([CH3:45])([CH3:44])[CH2:37][S:38]([CH2:41][CH2:42][OH:43])(=[O:40])=[O:39])=[O:32])[CH2:27][CH2:26][NH:25][C:24]=3[N:23]=[CH:22][N:21]=2)[CH:5]=[CH:6][C:7]=1[O:8][C:9]1[CH:14]=[CH:13][CH:12]=[C:11]([C:15]([F:16])([F:18])[F:17])[CH:10]=1, predict the reactants needed to synthesize it. The reactants are: [Cl:1][C:2]1[CH:3]=[C:4]([NH:19][C:20]2[C:30]3[CH:29]=[C:28]([C:31](O)=[O:32])[CH2:27][CH2:26][NH:25][C:24]=3[N:23]=[CH:22][N:21]=2)[CH:5]=[CH:6][C:7]=1[O:8][C:9]1[CH:14]=[CH:13][CH:12]=[C:11]([C:15]([F:18])([F:17])[F:16])[CH:10]=1.Cl.[NH2:35][C:36]([CH3:45])([CH3:44])[CH2:37][S:38]([CH2:41][CH2:42][OH:43])(=[O:40])=[O:39].Cl.C(N=C=NCCCN(C)C)C.O.ON1C2C=CC=CC=2N=N1. (3) Given the product [CH:32]1([C:35]([N:37]2[CH2:42][CH2:41][N:40]([C:4]([C:3]3[CH:7]=[C:8]([CH:9]=[CH:10][C:2]=3[F:1])[CH2:11][C:12]3[C:21]4[C:16](=[CH:17][CH:18]=[CH:19][CH:20]=4)[C:15](=[O:22])[NH:14][N:13]=3)=[O:6])[CH2:39][CH2:38]2)=[O:36])[CH2:33][CH2:34]1, predict the reactants needed to synthesize it. The reactants are: [F:1][C:2]1[CH:10]=[CH:9][C:8]([CH2:11][C:12]2[C:21]3[C:16](=[CH:17][CH:18]=[CH:19][CH:20]=3)[C:15](=[O:22])[NH:14][N:13]=2)=[CH:7][C:3]=1[C:4]([OH:6])=O.C(N(C(C)C)CC)(C)C.[CH:32]1([C:35]([N:37]2[CH2:42][CH2:41][NH:40][CH2:39][CH2:38]2)=[O:36])[CH2:34][CH2:33]1.CN(C(ON1N=NC2C1=CC=CC=2)=[N+](C)C)C.F[P-](F)(F)(F)(F)F.